This data is from Catalyst prediction with 721,799 reactions and 888 catalyst types from USPTO. The task is: Predict which catalyst facilitates the given reaction. (1) Reactant: [CH3:1][O:2][CH2:3][C:4]([C:6]1[CH:11]=[CH:10][C:9]([N:12]2[CH:16]=[CH:15][CH:14]=[N:13]2)=[CH:8][CH:7]=1)=O.Cl.[NH2:18][OH:19].C(N(CC)CC)C.C(O)C. Product: [OH:19][N:18]=[C:4]([C:6]1[CH:11]=[CH:10][C:9]([N:12]2[CH:16]=[CH:15][CH:14]=[N:13]2)=[CH:8][CH:7]=1)[CH2:3][O:2][CH3:1]. The catalyst class is: 6. (2) Reactant: Cl[C:2]1[CH:7]=[C:6]([O:8][C:9]2[CH:14]=[CH:13][C:12]([N+:15]([O-:17])=[O:16])=[CH:11][CH:10]=2)[N:5]=[CH:4][N:3]=1.[NH3:18].C(O)C.C(OCC)(=O)C.O. Product: [N+:15]([C:12]1[CH:13]=[CH:14][C:9]([O:8][C:6]2[N:5]=[CH:4][N:3]=[C:2]([NH2:18])[CH:7]=2)=[CH:10][CH:11]=1)([O-:17])=[O:16]. The catalyst class is: 81. (3) Reactant: [Cl:1][C:2]1[C:3]2[C:10]([I:11])=[CH:9][NH:8][C:4]=2[N:5]=[CH:6][N:7]=1.O[CH:13]1[CH2:18][CH2:17][N:16]([C:19]([O:21][C:22]([CH3:25])([CH3:24])[CH3:23])=[O:20])[CH2:15][CH2:14]1.C1C=CC(P(C2C=CC=CC=2)C2C=CC=CC=2)=CC=1.CC(OC(/N=N/C(OC(C)C)=O)=O)C. Product: [Cl:1][C:2]1[C:3]2[C:10]([I:11])=[CH:9][N:8]([CH:13]3[CH2:18][CH2:17][N:16]([C:19]([O:21][C:22]([CH3:25])([CH3:24])[CH3:23])=[O:20])[CH2:15][CH2:14]3)[C:4]=2[N:5]=[CH:6][N:7]=1. The catalyst class is: 1. (4) Reactant: [CH2:1]([N:4]1[C:12]2[C:7](=[N:8][C:9]([NH2:14])=[N:10][C:11]=2Cl)[N:6]([C@@H:15]2[O:27][C@H:26]([CH2:28][O:29][C:30](=[O:32])[CH3:31])[C@@H:21]([O:22][C:23](=[O:25])[CH3:24])[C@H:16]2[O:17][C:18](=[O:20])[CH3:19])[C:5]1=[O:33])[CH:2]=[CH2:3]. Product: [CH2:1]([N:4]1[C:12]2[C:7](=[N:8][C:9]([NH2:14])=[N:10][CH:11]=2)[N:6]([C@@H:15]2[O:27][C@H:26]([CH2:28][O:29][C:30](=[O:32])[CH3:31])[C@@H:21]([O:22][C:23](=[O:25])[CH3:24])[C@H:16]2[O:17][C:18](=[O:20])[CH3:19])[C:5]1=[O:33])[CH:2]=[CH2:3]. The catalyst class is: 15. (5) The catalyst class is: 3. Reactant: [Cl:1][C:2]1[CH:7]=[CH:6][C:5]([CH2:8][C:9]2[C:18]3[C:13](=[CH:14][CH:15]=[CH:16][CH:17]=3)[C:12](=[O:19])[N:11]([CH2:20][C@H:21]3[CH2:25][CH2:24][CH2:23][NH:22]3)[N:10]=2)=[CH:4][CH:3]=1.Br[CH2:27][CH2:28][CH2:29][C:30]([O:32][CH2:33][CH3:34])=[O:31].C(=O)([O-])[O-].[K+].[K+].CO. Product: [NH3:10].[Cl:1][C:2]1[CH:7]=[CH:6][C:5]([CH2:8][C:9]2[C:18]3[C:13](=[CH:14][CH:15]=[CH:16][CH:17]=3)[C:12](=[O:19])[N:11]([CH2:20][C@H:21]3[CH2:25][CH2:24][CH2:23][N:22]3[CH2:27][CH2:28][CH2:29][C:30]([O:32][CH2:33][CH3:34])=[O:31])[N:10]=2)=[CH:4][CH:3]=1.